This data is from Catalyst prediction with 721,799 reactions and 888 catalyst types from USPTO. The task is: Predict which catalyst facilitates the given reaction. (1) Reactant: [F:1][C:2]1[CH:13]=[CH:12][C:5]2[NH:6][CH:7]([CH2:10][OH:11])[CH2:8][O:9][C:4]=2[CH:3]=1.[Br:14]N1C(=O)CCC1=O. Product: [Br:14][C:12]1[C:5]2[NH:6][CH:7]([CH2:10][OH:11])[CH2:8][O:9][C:4]=2[CH:3]=[C:2]([F:1])[CH:13]=1. The catalyst class is: 10. (2) Reactant: [CH3:1][C:2]1[CH2:7][CH2:6][N:5]([C:8]2[N:9]=[N:10][N:11]([CH3:13])[N:12]=2)[CH2:4][C:3]=1[C:14]1[CH:20]=[CH:19][C:17]([NH2:18])=[CH:16][CH:15]=1.[CH3:21][C:22]1[N:30]=[CH:29][CH:28]=[CH:27][C:23]=1[C:24](O)=[O:25].C(Cl)CCl. Product: [CH3:21][C:22]1[N:30]=[CH:29][CH:28]=[CH:27][C:23]=1[C:24]([NH:18][C:17]1[CH:16]=[CH:15][C:14]([C:3]2[CH2:4][N:5]([C:8]3[N:9]=[N:10][N:11]([CH3:13])[N:12]=3)[CH2:6][CH2:7][C:2]=2[CH3:1])=[CH:20][CH:19]=1)=[O:25]. The catalyst class is: 2. (3) Reactant: [C:1]([C:3]1([C:9](OC)=[O:10])[CH2:8][CH2:7][O:6][CH2:5][CH2:4]1)#[N:2].[H-].[H-].[H-].[H-].[Li+].[Al+3]. Product: [NH2:2][CH2:1][C:3]1([CH2:9][OH:10])[CH2:8][CH2:7][O:6][CH2:5][CH2:4]1. The catalyst class is: 1. (4) Reactant: [F:1][CH2:2][CH2:3][CH2:4][CH2:5][O:6][C:7]1[CH:12]=[CH:11][C:10]([S:13]([N:16]([CH2:26][C:27]([OH:29])=O)[CH2:17][C:18]2[CH:23]=[CH:22][C:21]([O:24][CH3:25])=[CH:20][CH:19]=2)(=[O:15])=[O:14])=[CH:9][CH:8]=1.[CH:30]1C=CC2N(O)N=NC=2C=1.[CH3:40][O:41][C:42]([O:45][NH2:46])([CH3:44])[CH3:43]. Product: [F:1][CH2:2][CH2:3][CH2:4][CH2:5][O:6][C:7]1[CH:12]=[CH:11][C:10]([S:13]([N:16]([CH2:17][C:18]2[CH:23]=[CH:22][C:21]([O:24][CH3:25])=[CH:20][CH:19]=2)[CH2:26][C:27]([NH:46][O:45][C:42]([O:41][CH2:40][CH3:30])([CH3:44])[CH3:43])=[O:29])(=[O:15])=[O:14])=[CH:9][CH:8]=1. The catalyst class is: 18.